Dataset: Catalyst prediction with 721,799 reactions and 888 catalyst types from USPTO. Task: Predict which catalyst facilitates the given reaction. (1) Product: [CH:14]([N:13]1[C:9]([C:4]2[CH2:5][O:6][CH2:7][CH2:8][C:3]=2[CH2:2][O:17][C:18]2[C:23]([CH:24]=[O:25])=[CH:22][C:21]([O:26][CH3:27])=[N:20][CH:19]=2)=[CH:10][CH:11]=[N:12]1)([CH3:16])[CH3:15]. The catalyst class is: 303. Reactant: Br[CH2:2][C:3]1[CH2:8][CH2:7][O:6][CH2:5][C:4]=1[C:9]1[N:13]([CH:14]([CH3:16])[CH3:15])[N:12]=[CH:11][CH:10]=1.[OH:17][C:18]1[C:23]([CH:24]=[O:25])=[CH:22][C:21]([O:26][CH3:27])=[N:20][CH:19]=1.C([O-])([O-])=O.[K+].[K+]. (2) Reactant: Cl[CH2:2][S:3]([NH:6][C:7]1[C:28]([OH:29])=[CH:27][C:10]2[C@H:11]([NH:18][CH2:19][CH2:20][C:21]3[CH:26]=[CH:25][CH:24]=[CH:23][CH:22]=3)[C@@H:12]([OH:17])[C:13]([CH3:16])([CH3:15])[O:14][C:9]=2[CH:8]=1)(=[O:5])=[O:4].[OH-].[Na+].[Cl-].[NH4+]. Product: [CH3:15][C:13]1([CH3:16])[C@H:12]([OH:17])[C@@H:11]([NH:18][CH2:19][CH2:20][C:21]2[CH:26]=[CH:25][CH:24]=[CH:23][CH:22]=2)[C:10]2[C:9](=[CH:8][C:7]3[NH:6][S:3](=[O:5])(=[O:4])[CH2:2][O:29][C:28]=3[CH:27]=2)[O:14]1. The catalyst class is: 5. (3) Reactant: [CH3:1][N:2]([CH2:14][CH2:15][CH2:16][NH:17][C:18]1[N:19]=[N+:20]([O-:29])[C:21]2[CH:27]=[CH:26][C:25]([CH3:28])=[CH:24][C:22]=2[N:23]=1)[CH2:3][CH2:4][CH2:5][NH:6]C(=O)OC(C)(C)C. Product: [NH2:6][CH2:5][CH2:4][CH2:3][N:2]([CH3:1])[CH2:14][CH2:15][CH2:16][NH:17][C:18]1[N:19]=[N+:20]([O-:29])[C:21]2[CH:27]=[CH:26][C:25]([CH3:28])=[CH:24][C:22]=2[N:23]=1. The catalyst class is: 33. (4) Reactant: C([N:8]1[CH2:13][CH2:12][C@@H:11]2[O:14][CH2:15][C:16]3[C:17]([Cl:23])=[C:18]([CH3:22])[CH:19]=[CH:20][C:21]=3[C@H:10]2[CH2:9]1)C1C=CC=CC=1.ClC(OC(Cl)C)=O.CO. Product: [Cl:23][C:17]1[C:16]2[CH2:15][O:14][C@H:11]3[CH2:12][CH2:13][NH:8][CH2:9][C@@H:10]3[C:21]=2[CH:20]=[CH:19][C:18]=1[CH3:22]. The catalyst class is: 11.